This data is from Full USPTO retrosynthesis dataset with 1.9M reactions from patents (1976-2016). The task is: Predict the reactants needed to synthesize the given product. (1) Given the product [C:1]([C:3]1[CH:8]=[CH:7][CH:6]=[CH:5][C:4]=1[S:9]([N:12]([CH3:18])[CH2:13][CH2:14][CH2:15][N:16]([CH3:17])[C:37]([C@@H:32]([NH:31][C:29]([C:21]1[N:20]([CH3:19])[C:28]2[C:23]([CH:22]=1)=[CH:24][CH:25]=[CH:26][CH:27]=2)=[O:30])[CH2:33][CH:34]([CH3:35])[CH3:36])=[O:39])(=[O:10])=[O:11])#[N:2], predict the reactants needed to synthesize it. The reactants are: [C:1]([C:3]1[CH:8]=[CH:7][CH:6]=[CH:5][C:4]=1[S:9]([N:12]([CH3:18])[CH2:13][CH2:14][CH2:15][NH:16][CH3:17])(=[O:11])=[O:10])#[N:2].[CH3:19][N:20]1[C:28]2[C:23](=[CH:24][CH:25]=[CH:26][CH:27]=2)[CH:22]=[C:21]1[C:29]([NH:31][C@H:32]([C:37]([OH:39])=O)[CH2:33][CH:34]([CH3:36])[CH3:35])=[O:30].CN1CCOCC1.CCN=C=NCCCN(C)C.Cl. (2) Given the product [CH2:1]([N:8]([CH2:17][CH:18]([F:20])[F:19])[C:9]1[CH:14]=[CH:13][C:12]([Br:15])=[CH:11][C:10]=1[NH:16][C:59]([NH:61][C:62]1[CH:67]=[CH:66][C:65]([CH3:68])=[CH:64][CH:63]=1)=[O:60])[C:2]1[CH:3]=[CH:4][CH:5]=[CH:6][CH:7]=1, predict the reactants needed to synthesize it. The reactants are: [CH2:1]([N:8]([CH2:17][CH:18]([F:20])[F:19])[C:9]1[C:10]([NH2:16])=[CH:11][C:12]([Br:15])=[CH:13][CH:14]=1)[C:2]1[CH:7]=[CH:6][CH:5]=[CH:4][CH:3]=1.C(N(CCC(F)(F)F)C1C(N)=CC(Br)=CC=1)C1C=CC=CC=1.C(N(CCC(F)(F)F)C1C=CC(Br)=CC=1N[C:59]([NH:61][C:62]1[CH:67]=[CH:66][C:65]([CH3:68])=[CH:64][CH:63]=1)=[O:60])C1C=CC=CC=1. (3) Given the product [C:3]1([C:18]2[CH:23]=[CH:22][CH:21]=[CH:20][CH:19]=2)[CH:8]=[CH:7][C:6]([CH:9]([NH:25][CH3:24])[CH2:10][N:11]2[CH2:16][CH2:15][O:14][CH2:13][CH2:12]2)=[CH:5][CH:4]=1, predict the reactants needed to synthesize it. The reactants are: CN.[C:3]1([C:18]2[CH:23]=[CH:22][CH:21]=[CH:20][CH:19]=2)[CH:8]=[CH:7][C:6]([C:9](=O)[CH2:10][N:11]2[CH2:16][CH2:15][O:14][CH2:13][CH2:12]2)=[CH:5][CH:4]=1.[C:24]([BH3-])#[N:25].[Na+].C(O)(=O)C. (4) Given the product [CH3:1][O:2][C:3]([C:5]1[CH:10]=[CH:9][C:8]([CH2:11][N:12]([CH2:13][CH:14]2[CH2:19][CH2:18][CH2:17][CH2:16][N:15]2[C:20]([O:22][C:23]([CH3:26])([CH3:25])[CH3:24])=[O:21])[CH3:27])=[CH:7][CH:6]=1)=[O:4], predict the reactants needed to synthesize it. The reactants are: [CH3:1][O:2][C:3]([C:5]1[CH:10]=[CH:9][C:8]([CH2:11][NH:12][CH2:13][CH:14]2[CH2:19][CH2:18][CH2:17][CH2:16][N:15]2[C:20]([O:22][C:23]([CH3:26])([CH3:25])[CH3:24])=[O:21])=[CH:7][CH:6]=1)=[O:4].[C:27](O)(=O)C.C=O.C(O[BH-](OC(=O)C)OC(=O)C)(=O)C.[Na+]. (5) Given the product [Cl:8][C:9]1[CH:14]=[CH:13][CH:12]=[C:11]([Cl:15])[C:10]=1[N:16]1[CH:47]=[CH:46][C:19]2[N:20]=[C:21]([NH:24][C:25]3[CH:30]=[C:29]([F:31])[C:28]([N:32]4[CH2:33][CH2:34][NH:35][CH2:36][CH2:37]4)=[C:27]([F:45])[CH:26]=3)[N:22]=[CH:23][C:18]=2[C:17]1=[O:48], predict the reactants needed to synthesize it. The reactants are: C(O)(C(F)(F)F)=O.[Cl:8][C:9]1[CH:14]=[CH:13][CH:12]=[C:11]([Cl:15])[C:10]=1[N:16]1[CH:47]=[CH:46][C:19]2[N:20]=[C:21]([NH:24][C:25]3[CH:30]=[C:29]([F:31])[C:28]([N:32]4[CH2:37][CH2:36][N:35](C(OC(C)(C)C)=O)[CH2:34][CH2:33]4)=[C:27]([F:45])[CH:26]=3)[N:22]=[CH:23][C:18]=2[C:17]1=[O:48]. (6) Given the product [CH3:21][O:20][C:13]1[CH:12]=[C:11]([C:9]2([C:22]#[N:23])[CH2:8][CH2:7][C:6](=[O:24])[CH2:5][CH2:10]2)[CH:16]=[CH:15][C:14]=1[N+:17]([O-:19])=[O:18], predict the reactants needed to synthesize it. The reactants are: COC([CH:5]1[CH2:10][C:9]([C:22]#[N:23])([C:11]2[CH:16]=[CH:15][C:14]([N+:17]([O-:19])=[O:18])=[C:13]([O:20][CH3:21])[CH:12]=2)[CH2:8][CH2:7][C:6]1=[O:24])=O.[Cl-].[Na+].O.CS(C)=O. (7) Given the product [Br:31][CH2:28][C:3]1[CH:4]=[CH:5][C:6]([C:8]2[N:12]=[C:11]([C:13]3[O:17][N:16]=[C:15]([C:18]4[CH:23]=[CH:22][CH:21]=[CH:20][CH:19]=4)[C:14]=3[C:24]([F:25])([F:27])[F:26])[O:10][N:9]=2)=[CH:7][C:2]=1[F:1], predict the reactants needed to synthesize it. The reactants are: [F:1][C:2]1[CH:7]=[C:6]([C:8]2[N:12]=[C:11]([C:13]3[O:17][N:16]=[C:15]([C:18]4[CH:23]=[CH:22][CH:21]=[CH:20][CH:19]=4)[C:14]=3[C:24]([F:27])([F:26])[F:25])[O:10][N:9]=2)[CH:5]=[CH:4][C:3]=1[CH2:28]O.P(Br)(Br)[Br:31].